Task: Predict the reaction yield, written as a fraction of the theoretical maximum amount of product (1.0 means a 100% yield; for example, 0.34 means a 34% yield).. Dataset: Reaction yield outcomes from USPTO patents with 853,638 reactions (1) The reactants are [Cl-].O[NH3+:3].[C:4](=[O:7])([O-])[OH:5].[Na+].CS(C)=O.[OH:13][C:14]([CH3:50])([CH3:49])[CH2:15][O:16][C@H:17]1[CH2:20][C@H:19]([N:21]2[C:26](=[O:27])[C:25]([CH2:28][C:29]3[CH:34]=[CH:33][C:32]([C:35]4[C:36]([C:41]#[N:42])=[CH:37][CH:38]=[CH:39][CH:40]=4)=[CH:31][CH:30]=3)=[C:24]([CH2:43][CH2:44][CH3:45])[N:23]3[N:46]=[CH:47][N:48]=[C:22]23)[CH2:18]1. The catalyst is C(OCC)(=O)C. The product is [OH:13][C:14]([CH3:49])([CH3:50])[CH2:15][O:16][C@H:17]1[CH2:18][C@H:19]([N:21]2[C:26](=[O:27])[C:25]([CH2:28][C:29]3[CH:34]=[CH:33][C:32]([C:35]4[CH:40]=[CH:39][CH:38]=[CH:37][C:36]=4[C:41]4[NH:3][C:4](=[O:7])[O:5][N:42]=4)=[CH:31][CH:30]=3)=[C:24]([CH2:43][CH2:44][CH3:45])[N:23]3[N:46]=[CH:47][N:48]=[C:22]23)[CH2:20]1. The yield is 0.480. (2) The reactants are [F:1][CH:2]1[C:7]([C:8]2[C:16]3[C:11](=[CH:12][CH:13]=[C:14]([N+:17]([O-])=O)[CH:15]=3)[NH:10][CH:9]=2)=[CH:6][CH2:5][N:4]([CH3:20])[CH2:3]1.O.NN. The catalyst is CO.[Ni]. The product is [F:1][CH:2]1[C:7]([C:8]2[C:16]3[C:11](=[CH:12][CH:13]=[C:14]([NH2:17])[CH:15]=3)[NH:10][CH:9]=2)=[CH:6][CH2:5][N:4]([CH3:20])[CH2:3]1. The yield is 0.450. (3) The reactants are [Cl:1][C:2]1[C:3]([O:30][C@H:31]2[CH2:35][C:34]([F:37])([F:36])[CH2:33][C@@H:32]2[C:38]2[N:42]([CH3:43])[N:41]=[CH:40][CH:39]=2)=[CH:4][C:5]([F:29])=[C:6]([S:8]([N:11](CC2C=CC(OC)=CC=2OC)[C:12]2[CH:17]=[CH:16][N:15]=[CH:14][N:13]=2)(=[O:10])=[O:9])[CH:7]=1.C([SiH](CC)CC)C.FC(F)(F)C(O)=O. The catalyst is ClCCl. The product is [Cl:1][C:2]1[C:3]([O:30][C@H:31]2[CH2:35][C:34]([F:37])([F:36])[CH2:33][C@@H:32]2[C:38]2[N:42]([CH3:43])[N:41]=[CH:40][CH:39]=2)=[CH:4][C:5]([F:29])=[C:6]([S:8]([NH:11][C:12]2[CH:17]=[CH:16][N:15]=[CH:14][N:13]=2)(=[O:9])=[O:10])[CH:7]=1. The yield is 0.980. (4) The reactants are [Br:1][C:2]1[CH:7]=[C:6]([N+:8]([O-:10])=[O:9])[C:5]([OH:11])=[C:4]([Cl:12])[CH:3]=1.Br[CH2:14][C:15]([O:17][CH3:18])=[O:16].C([O-])([O-])=O.[K+].[K+].O. The catalyst is CN(C=O)C. The product is [Br:1][C:2]1[CH:7]=[C:6]([N+:8]([O-:10])=[O:9])[C:5]([O:11][CH2:14][C:15]([O:17][CH3:18])=[O:16])=[C:4]([Cl:12])[CH:3]=1. The yield is 0.430. (5) The reactants are [F:1][C:2]1[CH:3]=[C:4]2[C:10]([C:11]3[N:16]=[C:15]([S:17][CH3:18])[C:14]([F:19])=[CH:13][N:12]=3)=[CH:9][N:8]([S:20]([C:23]3[CH:28]=[CH:27][C:26]([CH3:29])=[CH:25][CH:24]=3)(=[O:22])=[O:21])[C:5]2=[N:6][CH:7]=1.ClC1C=CC=C(C(OO)=[O:38])C=1.C([O-])([O-])=O.[K+].[K+]. The product is [F:1][C:2]1[CH:3]=[C:4]2[C:10]([C:11]3[N:16]=[C:15]([S:17]([CH3:18])=[O:38])[C:14]([F:19])=[CH:13][N:12]=3)=[CH:9][N:8]([S:20]([C:23]3[CH:28]=[CH:27][C:26]([CH3:29])=[CH:25][CH:24]=3)(=[O:22])=[O:21])[C:5]2=[N:6][CH:7]=1. The catalyst is ClCCl.ClC1C=CC=C(C(OO)=O)C=1. The yield is 0.960. (6) The reactants are [CH3:1][O:2][C:3]([NH:5][C@@H:6]([CH:20]([CH3:22])[CH3:21])[C:7]([N:9]1[C@@H:13]([CH3:14])[CH2:12][CH2:11][C@H:10]1[C:15]([O:17]CC)=[O:16])=[O:8])=[O:4].[Li+].[OH-]. The catalyst is CO. The product is [CH3:1][O:2][C:3]([NH:5][C@@H:6]([CH:20]([CH3:22])[CH3:21])[C:7]([N:9]1[C@@H:13]([CH3:14])[CH2:12][CH2:11][C@H:10]1[C:15]([OH:17])=[O:16])=[O:8])=[O:4]. The yield is 0.560. (7) The reactants are [CH2:1]([N:3]1[C:7](/[CH:8]=[CH:9]/[C:10]2[C:11]([O:21][CH2:22][C:23]3[CH:48]=[CH:47][C:26]([O:27][CH2:28][C:29]4[N:30]=[C:31]([C:35]5[CH:40]=[CH:39][C:38]([CH2:41][C:42]([O:44]CC)=[O:43])=[CH:37][CH:36]=5)[O:32][C:33]=4[CH3:34])=[C:25]([O:49][CH3:50])[CH:24]=3)=[N:12][N:13]([C:15]3[CH:20]=[CH:19][CH:18]=[CH:17][CH:16]=3)[CH:14]=2)=[CH:6][N:5]=[CH:4]1)[CH3:2].[OH-].[Na+].O1CCCC1.Cl. The catalyst is C(O)C. The product is [CH2:1]([N:3]1[C:7](/[CH:8]=[CH:9]/[C:10]2[C:11]([O:21][CH2:22][C:23]3[CH:48]=[CH:47][C:26]([O:27][CH2:28][C:29]4[N:30]=[C:31]([C:35]5[CH:36]=[CH:37][C:38]([CH2:41][C:42]([OH:44])=[O:43])=[CH:39][CH:40]=5)[O:32][C:33]=4[CH3:34])=[C:25]([O:49][CH3:50])[CH:24]=3)=[N:12][N:13]([C:15]3[CH:16]=[CH:17][CH:18]=[CH:19][CH:20]=3)[CH:14]=2)=[CH:6][N:5]=[CH:4]1)[CH3:2]. The yield is 0.730. (8) The catalyst is CCO. The product is [Cl:22][C:17]1[CH:16]=[C:15]([NH:14][C:5]2[C:4]3[C:9](=[CH:10][CH:11]=[C:2]([NH:1][CH2:23][C:25]4[CH:26]=[C:27]([S:31]([NH2:34])(=[O:33])=[O:32])[CH:28]=[CH:29][CH:30]=4)[CH:3]=3)[N:8]=[CH:7][C:6]=2[C:12]#[N:13])[CH:20]=[CH:19][C:18]=1[F:21]. The reactants are [NH2:1][C:2]1[CH:3]=[C:4]2[C:9](=[CH:10][CH:11]=1)[N:8]=[CH:7][C:6]([C:12]#[N:13])=[C:5]2[NH:14][C:15]1[CH:20]=[CH:19][C:18]([F:21])=[C:17]([Cl:22])[CH:16]=1.[CH:23]([C:25]1[CH:26]=[C:27]([S:31]([NH2:34])(=[O:33])=[O:32])[CH:28]=[CH:29][CH:30]=1)=O.[BH3-]C#N.[Na+]. The yield is 0.320. (9) The reactants are Cl.[CH2:2]([O:4][C:5](=[O:31])[C:6]([CH3:30])([CH3:29])[CH2:7][CH2:8][CH2:9][CH2:10][CH2:11][C:12]([N+]#[C-])(S(C1C=CC(C)=CC=1)(=O)=O)[CH2:13][CH2:14][CH2:15][CH3:16])[CH3:3].[OH2:32]. The catalyst is C(Cl)Cl. The product is [CH2:2]([O:4][C:5](=[O:31])[C:6]([CH3:30])([CH3:29])[CH2:7][CH2:8][CH2:9][CH2:10][CH2:11][C:12](=[O:32])[CH2:13][CH2:14][CH2:15][CH3:16])[CH3:3]. The yield is 0.890.